From a dataset of Full USPTO retrosynthesis dataset with 1.9M reactions from patents (1976-2016). Predict the reactants needed to synthesize the given product. Given the product [O:18]=[C:10]1[NH:11][C:12]2=[N:13][CH:14]=[CH:15][CH:16]=[C:17]2[N:9]1[CH:6]1[CH2:5][CH2:4][N:3]([C:29]2[N:34]=[CH:33][N:32]=[C:31]([C:35]([O:37][CH2:38][CH3:39])=[O:36])[CH:30]=2)[CH2:8][CH2:7]1, predict the reactants needed to synthesize it. The reactants are: Cl.Cl.[NH:3]1[CH2:8][CH2:7][CH:6]([N:9]2[C:17]3[C:12](=[N:13][CH:14]=[CH:15][CH:16]=3)[NH:11][C:10]2=[O:18])[CH2:5][CH2:4]1.CCN(C(C)C)C(C)C.Cl[C:29]1[N:34]=[CH:33][N:32]=[C:31]([C:35]([O:37][CH2:38][CH3:39])=[O:36])[CH:30]=1.O.